From a dataset of Forward reaction prediction with 1.9M reactions from USPTO patents (1976-2016). Predict the product of the given reaction. Given the reactants [CH3:1][C:2]1[N:7]=[CH:6][C:5]([C:8]([N:10]2[CH2:13][CH:12]([C:14]([N:16]3[CH2:22][CH2:21][CH2:20][N:19](C(OC(C)(C)C)=O)[CH2:18][CH2:17]3)=[O:15])[CH2:11]2)=[O:9])=[CH:4][CH:3]=1.C(O)(C(F)(F)F)=O, predict the reaction product. The product is: [CH3:1][C:2]1[N:7]=[CH:6][C:5]([C:8]([N:10]2[CH2:13][CH:12]([C:14]([N:16]3[CH2:22][CH2:21][CH2:20][NH:19][CH2:18][CH2:17]3)=[O:15])[CH2:11]2)=[O:9])=[CH:4][CH:3]=1.